Dataset: Catalyst prediction with 721,799 reactions and 888 catalyst types from USPTO. Task: Predict which catalyst facilitates the given reaction. (1) Reactant: [NH:1]1[CH2:5][CH2:4][C@H:3]([C:6]([O:8][CH3:9])=[O:7])[CH2:2]1.CCN(C(C)C)C(C)C.[Br:19][C:20]1[CH:21]=[N:22][C:23]([C:26]2[CH:31]=[CH:30][C:29]([CH2:32][C@H:33]([NH:37][C:38]([C:40]3[S:41][C:42]([C:45]([CH3:48])([CH3:47])[CH3:46])=[CH:43][CH:44]=3)=[O:39])[C:34](O)=[O:35])=[CH:28][CH:27]=2)=[N:24][CH:25]=1.CN(C(ON1N=NC2C=CC=NC1=2)=[N+](C)C)C.F[P-](F)(F)(F)(F)F.N1CCC(C([O-])=O)C1. Product: [Br:19][C:20]1[CH:25]=[N:24][C:23]([C:26]2[CH:27]=[CH:28][C:29]([CH2:32][C@H:33]([NH:37][C:38]([C:40]3[S:41][C:42]([C:45]([CH3:48])([CH3:47])[CH3:46])=[CH:43][CH:44]=3)=[O:39])[C:34]([N:1]3[CH2:5][CH2:4][C@H:3]([C:6]([O:8][CH3:9])=[O:7])[CH2:2]3)=[O:35])=[CH:30][CH:31]=2)=[N:22][CH:21]=1. The catalyst class is: 3. (2) Reactant: C1([C@H]([N:9]2[C@H:14]([C:15]([O:17][CH2:18][CH3:19])=[O:16])[C@@H:13]3[CH2:20][C@H:10]2[CH:11]=[CH:12]3)C)C=CC=CC=1. Product: [C@@H:10]12[CH2:20][C@@H:13]([CH2:12][CH2:11]1)[C@@H:14]([C:15]([O:17][CH2:18][CH3:19])=[O:16])[NH:9]2. The catalyst class is: 29. (3) Reactant: [OH-].[K+].[OH:3][C:4]1[CH:5]=[CH:6][CH:7]=[C:8]2[C:13]=1[N:12]=[CH:11][CH:10]=[CH:9]2.[CH3:14]I. Product: [CH3:14][O:3][C:4]1[CH:5]=[CH:6][CH:7]=[C:8]2[C:13]=1[N:12]=[CH:11][CH:10]=[CH:9]2. The catalyst class is: 1. (4) Reactant: [CH2:1]([N:8]1[CH:13]2[C:14]([F:17])([F:16])[CH2:15][CH:9]1[CH2:10][CH:11]([OH:18])[CH2:12]2)[C:2]1[CH:7]=[CH:6][CH:5]=[CH:4][CH:3]=1. Product: [CH2:1]([N:8]1[CH:13]2[C:14]([F:17])([F:16])[CH2:15][CH:9]1[CH2:10][C:11](=[O:18])[CH2:12]2)[C:2]1[CH:3]=[CH:4][CH:5]=[CH:6][CH:7]=1. The catalyst class is: 2. (5) The catalyst class is: 80. Product: [CH:10]([C:13]1[CH:18]=[CH:17][CH:16]=[CH:15][C:14]=1[O:19][C:2]1[CH:9]=[CH:8][C:5]([CH:6]=[O:7])=[CH:4][CH:3]=1)([CH3:12])[CH3:11]. Reactant: F[C:2]1[CH:9]=[CH:8][C:5]([CH:6]=[O:7])=[CH:4][CH:3]=1.[CH:10]([C:13]1[CH:18]=[CH:17][CH:16]=[CH:15][C:14]=1[OH:19])([CH3:12])[CH3:11].C(=O)([O-])[O-].[K+].[K+]. (6) Reactant: [CH3:1][O:2][CH2:3][C:4]1[S:5][CH:6]=[C:7]([C:9](OCC)=[O:10])[N:8]=1.CC(C[AlH]CC(C)C)C.C(O)(=O)C.C(C(C(C([O-])=O)O)O)([O-])=O.[K+].[Na+]. Product: [CH3:1][O:2][CH2:3][C:4]1[S:5][CH:6]=[C:7]([CH:9]=[O:10])[N:8]=1. The catalyst class is: 4. (7) Reactant: [NH2:1][C:2]1[CH:31]=[CH:30][C:5]([CH2:6][C@H:7]2[C@H:15]3[C@@H:11]([N:12]([CH2:17][C:18]4[CH:23]=[CH:22][CH:21]=[C:20]([C:24]([CH3:27])([CH3:26])[CH3:25])[CH:19]=4)[C:13](=[O:16])[O:14]3)[CH2:10][S:9](=[O:29])(=[O:28])[CH2:8]2)=[CH:4][C:3]=1[F:32].[Cl:33]N1C(=O)CCC1=O. Product: [NH2:1][C:2]1[C:3]([F:32])=[CH:4][C:5]([CH2:6][C@H:7]2[C@H:15]3[C@@H:11]([N:12]([CH2:17][C:18]4[CH:23]=[CH:22][CH:21]=[C:20]([C:24]([CH3:26])([CH3:27])[CH3:25])[CH:19]=4)[C:13](=[O:16])[O:14]3)[CH2:10][S:9](=[O:28])(=[O:29])[CH2:8]2)=[CH:30][C:31]=1[Cl:33]. The catalyst class is: 10. (8) Reactant: [CH3:1][CH2:2][CH2:3][CH2:4][CH2:5][CH:6](O)[CH2:7][CH2:8][CH2:9][CH2:10][CH2:11][CH2:12][CH2:13][CH2:14][CH3:15].C(Br)(Br)(Br)[Br:18].C1(P(C2C=CC=CC=2)C2C=CC=CC=2)C=CC=CC=1. Product: [Br:18][CH:6]([CH2:7][CH2:8][CH2:9][CH2:10][CH2:11][CH2:12][CH2:13][CH2:14][CH3:15])[CH2:5][CH2:4][CH2:3][CH2:2][CH3:1]. The catalyst class is: 4.